Dataset: Forward reaction prediction with 1.9M reactions from USPTO patents (1976-2016). Task: Predict the product of the given reaction. (1) Given the reactants [CH2:1]([O:8][C:9](=[O:22])[NH:10][C:11]1[CH:20]=[CH:19][C:18]2[C:17](=[O:21])[CH2:16][CH2:15][CH2:14][C:13]=2[CH:12]=1)[C:2]1C=CC=CC=1.C[Si]([NH-])(C)C.[Li+].[C:29](OC[C@@H]1OC1)(=[O:33])CCC, predict the reaction product. The product is: [OH:33][CH2:29][C@@H:1]1[O:8][C:9](=[O:22])[N:10]([C:11]2[CH:20]=[CH:19][C:18]3[C:17](=[O:21])[CH2:16][CH2:15][CH2:14][C:13]=3[CH:12]=2)[CH2:2]1. (2) Given the reactants [NH:1]1[C:9]2[C:4](=[CH:5][C:6]([C:10]#[N:11])=[CH:7][CH:8]=2)[CH:3]=[N:2]1.FC1C=CC(C#N)=CC=1.[Br:21]N1C(=O)CCC1=O, predict the reaction product. The product is: [Br:21][C:3]1[C:4]2[C:9](=[CH:8][CH:7]=[C:6]([C:10]#[N:11])[CH:5]=2)[NH:1][N:2]=1.